From a dataset of Full USPTO retrosynthesis dataset with 1.9M reactions from patents (1976-2016). Predict the reactants needed to synthesize the given product. (1) Given the product [CH:1]1([N:6]2[CH2:7][CH2:8][N:9]([C:12]([C:14]3[CH:15]=[C:16]4[C:20](=[CH:21][CH:22]=3)[N:19]([C:37]3[CH:38]=[CH:39][C:34]([F:33])=[CH:35][CH:36]=3)[C:18]([C:23]([N:25]3[CH2:30][CH2:29][S:28](=[O:31])(=[O:32])[CH2:27][CH2:26]3)=[O:24])=[CH:17]4)=[O:13])[CH2:10][CH2:11]2)[CH2:2][CH2:3][CH2:4][CH2:5]1, predict the reactants needed to synthesize it. The reactants are: [CH:1]1([N:6]2[CH2:11][CH2:10][N:9]([C:12]([C:14]3[CH:15]=[C:16]4[C:20](=[CH:21][CH:22]=3)[NH:19][C:18]([C:23]([N:25]3[CH2:30][CH2:29][S:28](=[O:32])(=[O:31])[CH2:27][CH2:26]3)=[O:24])=[CH:17]4)=[O:13])[CH2:8][CH2:7]2)[CH2:5][CH2:4][CH2:3][CH2:2]1.[F:33][C:34]1[CH:39]=[CH:38][C:37](B(O)O)=[CH:36][CH:35]=1.N1C=CC=CC=1. (2) Given the product [CH2:10]([N:9]1[CH:4]=[CH:5][NH:6][C:7]1=[O:8])[C:11]1[CH:12]=[CH:13][CH:14]=[CH:15][CH:16]=1, predict the reactants needed to synthesize it. The reactants are: C(O[CH:4](OCC)[CH2:5][NH:6][C:7]([NH:9][CH2:10][C:11]1[CH:16]=[CH:15][CH:14]=[CH:13][CH:12]=1)=[O:8])C.O.FC(F)(F)C(O)=O. (3) The reactants are: COCC(C1C=CC(OC(F)(F)F)=CC=1)=O.C(=O)([O-])[O-].[K+].[K+].Cl.NO.O[N:27]=[C:28]([C:32]1[CH:37]=[CH:36][C:35]([O:38][C:39]([F:42])([F:41])[F:40])=[CH:34][CH:33]=1)[CH2:29][O:30][CH3:31]. Given the product [CH3:31][O:30][CH2:29][CH:28]([C:32]1[CH:33]=[CH:34][C:35]([O:38][C:39]([F:40])([F:41])[F:42])=[CH:36][CH:37]=1)[NH2:27], predict the reactants needed to synthesize it. (4) The reactants are: [CH2:1]([O:3][C:4]([N:6]1[C:15]2[C:10](=[N:11][C:12]([O:16][CH3:17])=[CH:13][CH:14]=2)[C@@H:9]([NH2:18])[CH2:8][C@H:7]1[CH2:19][CH3:20])=[O:5])[CH3:2].[F:21][C:22]([F:36])([F:35])[C:23]1[CH:24]=[C:25]([CH:28]=[C:29]([C:31]([F:34])([F:33])[F:32])[CH:30]=1)[CH:26]=O.C(O[BH-](OC(=O)C)OC(=O)C)(=O)C.[Na+]. Given the product [CH2:1]([O:3][C:4]([N:6]1[C:15]2[C:10](=[N:11][C:12]([O:16][CH3:17])=[CH:13][CH:14]=2)[C@@H:9]([NH:18][CH2:26][C:25]2[CH:28]=[C:29]([C:31]([F:33])([F:34])[F:32])[CH:30]=[C:23]([C:22]([F:21])([F:35])[F:36])[CH:24]=2)[CH2:8][C@H:7]1[CH2:19][CH3:20])=[O:5])[CH3:2], predict the reactants needed to synthesize it. (5) Given the product [F:1][C:2]1[C:7]([N+:19]([O-:21])=[O:20])=[CH:6][CH:5]=[C:4]([F:8])[C:3]=1[C:9]1[N:14]=[C:13]([C:15]([OH:17])=[O:16])[CH:12]=[CH:11][C:10]=1[F:18], predict the reactants needed to synthesize it. The reactants are: [F:1][C:2]1[CH:7]=[CH:6][CH:5]=[C:4]([F:8])[C:3]=1[C:9]1[N:14]=[C:13]([C:15]([OH:17])=[O:16])[CH:12]=[CH:11][C:10]=1[F:18].[N+:19]([O-])([OH:21])=[O:20]. (6) The reactants are: [F:1][C:2]1[CH:9]=[CH:8][C:5]([C:6]#[N:7])=[C:4]([N:10]2[N:14]=[CH:13][CH:12]=[N:11]2)[CH:3]=1.[ClH:15]. Given the product [ClH:15].[F:1][C:2]1[CH:9]=[CH:8][C:5]([CH2:6][NH2:7])=[C:4]([N:10]2[N:14]=[CH:13][CH:12]=[N:11]2)[CH:3]=1, predict the reactants needed to synthesize it.